From a dataset of hERG Central: cardiac toxicity at 1µM, 10µM, and general inhibition. Predict hERG channel inhibition at various concentrations. (1) The drug is CN(C)C(=O)COC(=O)c1ccccc1OCC(=O)Nc1ccc(SC(F)F)cc1. Results: hERG_inhib (hERG inhibition (general)): blocker. (2) The compound is CCCc1nc(SCc2ccccn2)c2c(=O)n(C)c(=O)n(C)c2n1. Results: hERG_inhib (hERG inhibition (general)): blocker. (3) The drug is CCN(CC(=O)NCc1cccs1)S(=O)(=O)c1ccc([N+](=O)[O-])cc1. Results: hERG_inhib (hERG inhibition (general)): blocker. (4) The molecule is O=C(CN1CCN(Cc2ccc3c(c2)OCO3)CC1)Nc1ccc(F)cc1. Results: hERG_inhib (hERG inhibition (general)): blocker. (5) The molecule is O=C(C1CCCN(S(=O)(=O)c2cccs2)C1)N1CCC(N2CCCCC2)CC1. Results: hERG_inhib (hERG inhibition (general)): blocker. (6) The compound is COc1ccc(-c2[nH]ncc2CN2CCCC(C(=O)c3cccc(OC)c3)C2)cc1. Results: hERG_inhib (hERG inhibition (general)): blocker.